From a dataset of Peptide-MHC class II binding affinity with 134,281 pairs from IEDB. Regression. Given a peptide amino acid sequence and an MHC pseudo amino acid sequence, predict their binding affinity value. This is MHC class II binding data. (1) The peptide sequence is EKKYFAATQFFPLAA. The MHC is HLA-DPA10103-DPB10401 with pseudo-sequence HLA-DPA10103-DPB10401. The binding affinity (normalized) is 1.00. (2) The MHC is DRB1_0901 with pseudo-sequence DRB1_0901. The binding affinity (normalized) is 0.0455. The peptide sequence is SVLLVVALFAVFLGS. (3) The peptide sequence is DEPMVQVEAGKVNHS. The MHC is DRB1_0802 with pseudo-sequence DRB1_0802. The binding affinity (normalized) is 0.243. (4) The peptide sequence is KTRQEKWMTGRMGER. The MHC is H-2-IAb with pseudo-sequence H-2-IAb. The binding affinity (normalized) is 0.101. (5) The peptide sequence is SKGDSARVTVKDVTF. The MHC is DRB1_1001 with pseudo-sequence DRB1_1001. The binding affinity (normalized) is 0.0611.